Dataset: Forward reaction prediction with 1.9M reactions from USPTO patents (1976-2016). Task: Predict the product of the given reaction. (1) Given the reactants Cl[C:2]1[N:3]=[N:4][CH:5]=[C:6]([O:8][CH3:9])[CH:7]=1.[Cl:10][C:11]1[CH:12]=[C:13](B(O)O)[CH:14]=[CH:15][C:16]=1[F:17].C([O-])([O-])=O.[Cs+].[Cs+].C(P(C(C)(C)C)C(C)(C)C)(C)(C)C, predict the reaction product. The product is: [Cl:10][C:11]1[CH:12]=[C:13]([C:2]2[N:3]=[N:4][CH:5]=[C:6]([O:8][CH3:9])[CH:7]=2)[CH:14]=[CH:15][C:16]=1[F:17]. (2) Given the reactants C1(C(C2C=CC=CC=2)=[N:8][N:9]([C:11]2[NH:15][C:14](=[O:16])[O:13][N:12]=2)[CH3:10])C=CC=CC=1.[ClH:23], predict the reaction product. The product is: [ClH:23].[CH3:10][N:9]([C:11]1[NH:15][C:14](=[O:16])[O:13][N:12]=1)[NH2:8]. (3) Given the reactants C(=O)([O-])[O-].[K+].[K+].[NH2:7][C:8]1[N:12]([CH:13]2[CH2:18][CH2:17][CH2:16][NH:15][CH2:14]2)[N:11]=[C:10]([C:19]2[CH:24]=[CH:23][C:22]([O:25][C:26]3[CH:31]=[CH:30][C:29]([Cl:32])=[CH:28][CH:27]=3)=[CH:21][CH:20]=2)[C:9]=1[C:33]([NH2:35])=[O:34].[N:36]#[C:37]Br.O, predict the reaction product. The product is: [NH2:7][C:8]1[N:12]([CH:13]2[CH2:18][CH2:17][CH2:16][N:15]([C:37]#[N:36])[CH2:14]2)[N:11]=[C:10]([C:19]2[CH:20]=[CH:21][C:22]([O:25][C:26]3[CH:31]=[CH:30][C:29]([Cl:32])=[CH:28][CH:27]=3)=[CH:23][CH:24]=2)[C:9]=1[C:33]([NH2:35])=[O:34]. (4) Given the reactants [CH2:1]([O:3][C:4](=[O:21])[C:5]([CH3:20])([O:7][C:8]1[CH:13]=[CH:12][CH:11]=[C:10]([CH:14]2[CH2:19][CH2:18][CH2:17][NH:16][CH2:15]2)[CH:9]=1)[CH3:6])[CH3:2].[CH:22]([C:25]1[CH:39]=[CH:38][C:28]([CH2:29][O:30][C:31](N2C=CN=C2)=[O:32])=[CH:27][CH:26]=1)([CH3:24])[CH3:23].Cl, predict the reaction product. The product is: [CH:22]([C:25]1[CH:39]=[CH:38][C:28]([CH2:29][O:30][C:31]([N:16]2[CH2:17][CH2:18][CH2:19][CH:14]([C:10]3[CH:11]=[CH:12][CH:13]=[C:8]([O:7][C:5]([C:4]([O:3][CH2:1][CH3:2])=[O:21])([CH3:20])[CH3:6])[CH:9]=3)[CH2:15]2)=[O:32])=[CH:27][CH:26]=1)([CH3:24])[CH3:23]. (5) Given the reactants [CH:1]1([N:4]2[C:8]3([CH2:13][CH2:12][CH2:11][CH2:10][CH2:9]3)[CH2:7][N:6]([C:14]3[CH:19]=[CH:18][C:17]([O:20]C)=[CH:16][CH:15]=3)[C:5]2=[O:22])[CH2:3][CH2:2]1.B(Cl)(Cl)Cl, predict the reaction product. The product is: [CH:1]1([N:4]2[C:8]3([CH2:9][CH2:10][CH2:11][CH2:12][CH2:13]3)[CH2:7][N:6]([C:14]3[CH:19]=[CH:18][C:17]([OH:20])=[CH:16][CH:15]=3)[C:5]2=[O:22])[CH2:2][CH2:3]1. (6) Given the reactants [N:1]1[CH:6]=[CH:5][CH:4]=[CH:3][C:2]=1[CH:7]=[CH:8][C:9]1[C:17]2[C:12](=[CH:13][C:14]([NH:18][C:19]3[CH:27]=[CH:26][CH:25]=[CH:24][C:20]=3[C:21](O)=[O:22])=[CH:15][CH:16]=2)[NH:11][N:10]=1.[CH3:28][C:29](=[CH2:32])[CH2:30][NH2:31].C(N(CC)CC)C.CN(C(ON1N=NC2C=CC=NC1=2)=[N+](C)C)C.F[P-](F)(F)(F)(F)F, predict the reaction product. The product is: [CH3:32][C:29](=[CH2:28])[CH2:30][NH:31][C:21](=[O:22])[C:20]1[CH:24]=[CH:25][CH:26]=[CH:27][C:19]=1[NH:18][C:14]1[CH:13]=[C:12]2[C:17]([C:9](/[CH:8]=[CH:7]/[C:2]3[CH:3]=[CH:4][CH:5]=[CH:6][N:1]=3)=[N:10][NH:11]2)=[CH:16][CH:15]=1. (7) Given the reactants Br[C:2]1[C:7]([Br:8])=[CH:6][CH:5]=[CH:4][N:3]=1.[NH:9]1[CH2:18][CH2:17][CH:12]([C:13]([O:15][CH3:16])=[O:14])[CH2:11][CH2:10]1, predict the reaction product. The product is: [CH3:16][O:15][C:13]([CH:12]1[CH2:17][CH2:18][N:9]([C:2]2[C:7]([Br:8])=[CH:6][CH:5]=[CH:4][N:3]=2)[CH2:10][CH2:11]1)=[O:14]. (8) Given the reactants [O:1]1[CH:5]=[CH:4][CH:3]=[C:2]1[C:6]([NH:8][C:9]1[CH:14]=[CH:13][CH:12]=[C:11]([C:15]2[C:23]3[C:18](=[CH:19][CH:20]=[C:21]([C:24]4[N:28]=[CH:27][N:26](C(C5C=CC=CC=5)(C5C=CC=CC=5)C5C=CC=CC=5)[N:25]=4)[CH:22]=3)[N:17](C3CCCCO3)[N:16]=2)[CH:10]=1)=[O:7], predict the reaction product. The product is: [NH:26]1[CH:27]=[N:28][C:24]([C:21]2[CH:22]=[C:23]3[C:18](=[CH:19][CH:20]=2)[NH:17][N:16]=[C:15]3[C:11]2[CH:10]=[C:9]([NH:8][C:6]([C:2]3[O:1][CH:5]=[CH:4][CH:3]=3)=[O:7])[CH:14]=[CH:13][CH:12]=2)=[N:25]1.